Dataset: Cav3 T-type calcium channel HTS with 100,875 compounds. Task: Binary Classification. Given a drug SMILES string, predict its activity (active/inactive) in a high-throughput screening assay against a specified biological target. (1) The drug is S(c1c(=O)n(ncc1OC)c1ccc(cc1)C)Cc1ccccc1. The result is 0 (inactive). (2) The compound is o1c2c(c(=O)c(Oc3ccccc3)c1)c(O)cc(O)c2. The result is 0 (inactive). (3) The drug is O=C(NC(c1ccccc1)\C=C\CCCC)c1ccc(cc1)c1ccccc1. The result is 0 (inactive). (4) The result is 0 (inactive). The compound is O1N=C(CC1C(=O)NCCOC)c1cc([N+]([O-])=O)ccc1. (5) The molecule is O(c1c(ccc(N(CC)CC)c1)/C=C(/c1[nH]c2c(n1)ccc(c2)C)C#N)CCC. The result is 1 (active). (6) The compound is S1c2[n+](CC(O)C1)c1c(n2CC(OCC)=O)cccc1. The result is 0 (inactive). (7) The compound is Brc1oc(C(=O)Nc2cc(c3oc4c(n3)cccc4)ccc2OC)cc1. The result is 0 (inactive). (8) The molecule is O(CC(n1c(c(cc1C)C(=O)COC(=O)c1c(n(nc1C)c1ccccc1)C)C)C)C. The result is 0 (inactive). (9) The molecule is S(c1n(c(nn1)c1ccc(OC)cc1)CC)CC(=O)NCC(OCC)=O. The result is 0 (inactive). (10) The compound is s1c(N2CCCCC2)nc2[nH]c(=O)cc(c12)C(F)(F)F. The result is 0 (inactive).